This data is from Reaction yield outcomes from USPTO patents with 853,638 reactions. The task is: Predict the reaction yield, written as a fraction of the theoretical maximum amount of product (1.0 means a 100% yield; for example, 0.34 means a 34% yield). (1) The reactants are C(O)(=O)C.[CH3:5][O:6][C:7](=[O:29])[C@H:8]([NH:18][C:19]([O:21][CH2:22][C:23]1[CH:28]=[CH:27][CH:26]=[CH:25][CH:24]=1)=[O:20])[CH2:9][C:10]1[CH:15]=[CH:14][C:13]([NH2:16])=[C:12]([NH2:17])[CH:11]=1.[N:30]([O-])=O.[Na+].[OH-].[NH4+]. The yield is 0.940. The product is [CH3:5][O:6][C:7](=[O:29])[C@H:8]([NH:18][C:19]([O:21][CH2:22][C:23]1[CH:28]=[CH:27][CH:26]=[CH:25][CH:24]=1)=[O:20])[CH2:9][C:10]1[CH:15]=[CH:14][C:13]2[NH:16][N:30]=[N:17][C:12]=2[CH:11]=1. The catalyst is C(O)(=O)C.O. (2) The reactants are C([O:4][CH2:5][CH2:6][CH:7]([CH3:14])[CH2:8]/[CH:9]=[CH:10]\[CH2:11][CH2:12][CH3:13])(=O)C.[OH-].[Na+]. The catalyst is C(O)C.O. The product is [CH3:14][CH:7]([CH2:8]/[CH:9]=[CH:10]\[CH2:11][CH2:12][CH3:13])[CH2:6][CH2:5][OH:4]. The yield is 0.920. (3) The reactants are [NH2:1][C:2]1[C:3]([C:22]2[CH:27]=[CH:26][C:25]([CH3:28])=[CH:24][CH:23]=2)=[C:4]([CH2:13][NH:14]C(=O)OC(C)(C)C)[C:5]([CH2:9][CH:10]([CH3:12])[CH3:11])=[N:6][C:7]=1[CH3:8].[C:29]([Cl:37])(=[O:36])[C:30]1[CH:35]=[CH:34][CH:33]=[CH:32][CH:31]=1.C(N(CC)CC)C.[OH-].[Na+].C(OC(=O)C)C.[ClH:53]. The catalyst is O1CCCC1.C(OCC)(=O)C. The product is [ClH:37].[ClH:53].[NH2:14][CH2:13][C:4]1[C:3]([C:22]2[CH:27]=[CH:26][C:25]([CH3:28])=[CH:24][CH:23]=2)=[C:2]([NH:1][C:29](=[O:36])[C:30]2[CH:35]=[CH:34][CH:33]=[CH:32][CH:31]=2)[C:7]([CH3:8])=[N:6][C:5]=1[CH2:9][CH:10]([CH3:12])[CH3:11]. The yield is 0.960. (4) The reactants are [N:1]1[CH:6]=[CH:5][C:4]([NH:7][C:8](=[O:15])OCC(Cl)(Cl)Cl)=[CH:3][CH:2]=1.[S:16]1[CH:20]=[CH:19][C:18]([C:21]2[N:25]=[C:24]([N:26]3[CH2:31][CH2:30][NH:29][CH2:28][CH2:27]3)[S:23][N:22]=2)=[CH:17]1.C(N(C(C)C)CC)(C)C.O. The catalyst is CS(C)=O. The product is [N:1]1[CH:2]=[CH:3][C:4]([NH:7][C:8]([N:29]2[CH2:28][CH2:27][N:26]([C:24]3[S:23][N:22]=[C:21]([C:18]4[CH:19]=[CH:20][S:16][CH:17]=4)[N:25]=3)[CH2:31][CH2:30]2)=[O:15])=[CH:5][CH:6]=1. The yield is 0.130.